This data is from Peptide-MHC class I binding affinity with 185,985 pairs from IEDB/IMGT. The task is: Regression. Given a peptide amino acid sequence and an MHC pseudo amino acid sequence, predict their binding affinity value. This is MHC class I binding data. (1) The peptide sequence is EYLFEVDNL. The MHC is HLA-A24:02 with pseudo-sequence HLA-A24:02. The binding affinity (normalized) is 0.446. (2) The peptide sequence is DTRGIFSAY. The MHC is HLA-B08:01 with pseudo-sequence HLA-B08:01. The binding affinity (normalized) is 0.0847.